This data is from Full USPTO retrosynthesis dataset with 1.9M reactions from patents (1976-2016). The task is: Predict the reactants needed to synthesize the given product. (1) Given the product [NH2:43][C:41]1[CH:40]=[CH:39][C:3]([O:4][C:5]2[CH:10]=[CH:9][N:8]=[C:7]3[CH:11]=[C:12]([C:14]4[CH:38]=[CH:37][C:17]([CH2:18][N:19]([CH2:27][CH2:28][O:29][CH2:30][CH2:31][O:32][CH2:33][CH2:34][O:35][CH3:36])[C:20](=[O:26])[O:21][C:22]([CH3:25])([CH3:23])[CH3:24])=[CH:16][CH:15]=4)[S:13][C:6]=23)=[C:2]([F:1])[CH:42]=1, predict the reactants needed to synthesize it. The reactants are: [F:1][C:2]1[CH:42]=[C:41]([N+:43]([O-])=O)[CH:40]=[CH:39][C:3]=1[O:4][C:5]1[CH:10]=[CH:9][N:8]=[C:7]2[CH:11]=[C:12]([C:14]3[CH:38]=[CH:37][C:17]([CH2:18][N:19]([CH2:27][CH2:28][O:29][CH2:30][CH2:31][O:32][CH2:33][CH2:34][O:35][CH3:36])[C:20](=[O:26])[O:21][C:22]([CH3:25])([CH3:24])[CH3:23])=[CH:16][CH:15]=3)[S:13][C:6]=12.[Cl-].[NH4+]. (2) Given the product [CH3:3][C:4]1[CH:11]=[C:10]([O:12][CH2:13][C:14]2[CH:19]=[CH:18][CH:17]=[CH:16][C:15]=2[CH3:20])[CH:9]=[CH:8][C:5]=1[CH:6]=[CH:22][C:23](=[O:24])[CH3:25], predict the reactants needed to synthesize it. The reactants are: [OH-].[Na+].[CH3:3][C:4]1[CH:11]=[C:10]([O:12][CH2:13][C:14]2[CH:19]=[CH:18][CH:17]=[CH:16][C:15]=2[CH3:20])[CH:9]=[CH:8][C:5]=1[CH:6]=O.Cl.[CH3:22][C:23]([CH3:25])=[O:24].